Dataset: Forward reaction prediction with 1.9M reactions from USPTO patents (1976-2016). Task: Predict the product of the given reaction. (1) The product is: [Cl:26][C:23]1[CH:24]=[CH:25][C:20]([CH2:19][C:14]2[C:11]3[C:12](=[O:13])[N:7]([CH2:6][CH2:5][CH2:4][OH:3])[C:8](=[O:28])[N:9]([CH3:27])[C:10]=3[N:17]=[CH:16][C:15]=2[O:49][C:45]2[CH:46]=[CH:47][CH:48]=[C:43]([Cl:42])[CH:44]=2)=[CH:21][CH:22]=1. Given the reactants C([O:3][CH2:4][CH2:5][CH2:6][N:7]1[C:12](=[O:13])[C:11]2[C:14]([CH2:19][C:20]3[CH:25]=[CH:24][C:23]([Cl:26])=[CH:22][CH:21]=3)=[C:15](Br)[CH:16]=[N:17][C:10]=2[N:9]([CH3:27])[C:8]1=[O:28])=O.C([O-])([O-])=O.[Cs+].[Cs+].CN(C)CC(O)=O.[Cl:42][C:43]1[CH:44]=[C:45]([OH:49])[CH:46]=[CH:47][CH:48]=1, predict the reaction product. (2) Given the reactants [I:1][C:2]1[N:3]=[C:4]([CH:15]=[O:16])[N:5]([CH2:7][CH2:8][C:9]2[CH:14]=[CH:13][CH:12]=[CH:11][CH:10]=2)[CH:6]=1.[CH3:17][N:18]1[CH2:21][CH:20]([CH2:22]O)[CH2:19]1, predict the reaction product. The product is: [I:1][C:2]1[N:3]=[C:4]2[N:5]([CH2:7][CH2:8][C:9]3[CH:10]=[CH:11][CH:12]=[CH:13][C:14]=3[CH:15]2[O:16][CH2:22][CH:20]2[CH2:21][N:18]([CH3:17])[CH2:19]2)[CH:6]=1. (3) Given the reactants CN(C(ON1N=NC2C=CC=NC1=2)=[N+](C)C)C.F[P-](F)(F)(F)(F)F.[NH2:25][C:26]1[C:27]([C:32]([OH:34])=O)=[N:28][CH:29]=[CH:30][CH:31]=1.[O:35]1[CH2:40][CH2:39][CH:38]([CH2:41][NH2:42])[CH2:37][CH2:36]1.CCN(C(C)C)C(C)C, predict the reaction product. The product is: [NH2:25][C:26]1[C:27]([C:32]([NH:42][CH2:41][CH:38]2[CH2:39][CH2:40][O:35][CH2:36][CH2:37]2)=[O:34])=[N:28][CH:29]=[CH:30][CH:31]=1. (4) Given the reactants [CH:1]1[CH:9]=[CH:8][C:7]2[C:3](=[N:4][O:5][N+:6]=2[O-:10])[CH:2]=1.C1CC[N:19]2[C:14](=[N:15]CCC2)CC1.N#CN.C(O)(=O)C, predict the reaction product. The product is: [CH:1]1[CH:9]=[CH:8][C:7]2[N+:6]([O-:10])=[N:15][C:14]([NH2:19])=[N+:4]([O-:5])[C:3]=2[CH:2]=1. (5) Given the reactants C([O:4][CH2:5][CH2:6][CH2:7][N:8]1[C:13](=[O:14])[C:12]2[N:15]([CH2:30][C:31]3[CH:36]=[CH:35][C:34]([Cl:37])=[CH:33][CH:32]=3)[C:16]([C:19]3[CH:24]=[CH:23][CH:22]=[C:21]([O:25][C:26]([F:29])([F:28])[F:27])[CH:20]=3)=[C:17]([CH3:18])[C:11]=2[N:10]([CH3:38])[C:9]1=[O:39])(=O)C.O[Li].O, predict the reaction product. The product is: [Cl:37][C:34]1[CH:35]=[CH:36][C:31]([CH2:30][N:15]2[C:12]3[C:13](=[O:14])[N:8]([CH2:7][CH2:6][CH2:5][OH:4])[C:9](=[O:39])[N:10]([CH3:38])[C:11]=3[C:17]([CH3:18])=[C:16]2[C:19]2[CH:24]=[CH:23][CH:22]=[C:21]([O:25][C:26]([F:27])([F:28])[F:29])[CH:20]=2)=[CH:32][CH:33]=1.